This data is from Full USPTO retrosynthesis dataset with 1.9M reactions from patents (1976-2016). The task is: Predict the reactants needed to synthesize the given product. (1) Given the product [NH2:1][C@H:2]1[CH2:7][CH2:6][C@H:5]([NH:8][C:9]2[CH:14]=[C:13]([NH:15][CH2:16][C:17]3[CH:22]=[CH:21][CH:20]=[C:19]([Cl:23])[CH:18]=3)[N:12]3[N:24]=[CH:25][C:26]([I:27])=[C:11]3[N:10]=2)[CH2:4][CH2:3]1, predict the reactants needed to synthesize it. The reactants are: [NH2:1][C@H:2]1[CH2:7][CH2:6][C@H:5]([NH:8][C:9]2[CH:14]=[C:13]([NH:15][CH2:16][C:17]3[CH:22]=[CH:21][CH:20]=[C:19]([Cl:23])[CH:18]=3)[N:12]3[N:24]=[CH:25][CH:26]=[C:11]3[N:10]=2)[CH2:4][CH2:3]1.[I:27]Cl. (2) Given the product [Br:1][C:2]1[CH:12]=[CH:11][C:5]([C:6]([O:8][CH2:9][CH3:10])=[O:7])=[CH:4][C:3]=1[CH2:13][O:15][CH2:16][CH3:17], predict the reactants needed to synthesize it. The reactants are: [Br:1][C:2]1[CH:12]=[CH:11][C:5]([C:6]([O:8][CH2:9][CH3:10])=[O:7])=[CH:4][C:3]=1[CH2:13]Br.[O-:15][CH2:16][CH3:17].[Na+]. (3) Given the product [F:1][C:2]1[CH:3]=[C:4]([CH:26]=[CH:27][C:28]=1[F:29])[O:5][CH:6]1[CH2:7][CH2:8][N:9]([CH2:12][CH2:13][CH2:14][NH2:15])[CH2:10][CH2:11]1, predict the reactants needed to synthesize it. The reactants are: [F:1][C:2]1[CH:3]=[C:4]([CH:26]=[CH:27][C:28]=1[F:29])[O:5][CH:6]1[CH2:11][CH2:10][N:9]([CH2:12][CH2:13][CH2:14][N:15]2C(=O)C3C(=CC=CC=3)C2=O)[CH2:8][CH2:7]1.O.NN.